From a dataset of Catalyst prediction with 721,799 reactions and 888 catalyst types from USPTO. Predict which catalyst facilitates the given reaction. (1) Reactant: [NH2:1][C:2]1[N:10]=[CH:9][CH:8]=[CH:7][C:3]=1[C:4]([OH:6])=O.ON1C2C=CC=CC=2N=N1.CCN=C=NCCCN(C)C.[CH3:32][C:33]1[CH:47]=[CH:46][CH:45]=[C:44]([CH3:48])[C:34]=1[O:35][C:36]1[CH:43]=[CH:42][C:39]([CH2:40][NH2:41])=[CH:38][CH:37]=1.C(=O)(O)[O-].[Na+]. Product: [CH3:32][C:33]1[CH:47]=[CH:46][CH:45]=[C:44]([CH3:48])[C:34]=1[O:35][C:36]1[CH:37]=[CH:38][C:39]([CH2:40][NH:41][C:4](=[O:6])[C:3]2[CH:7]=[CH:8][CH:9]=[N:10][C:2]=2[NH2:1])=[CH:42][CH:43]=1. The catalyst class is: 3. (2) Product: [Cl:22][C:18]1[CH:17]=[C:16]([N:14]([CH2:13][C:12]2[NH:7][CH2:6][CH2:5][N:8]=2)[CH3:15])[CH:21]=[CH:20][CH:19]=1. The catalyst class is: 11. Reactant: C[Al](C)C.[CH2:5]([NH2:8])[CH2:6][NH2:7].C(O[C:12](=O)[CH2:13][N:14]([C:16]1[CH:21]=[CH:20][CH:19]=[C:18]([Cl:22])[CH:17]=1)[CH3:15])C. (3) Reactant: [NH:1]1[CH2:6][CH2:5][CH:4]([CH2:7][C:8]2[CH:13]=[CH:12][C:11]([CH2:14][C:15]([OH:17])=[O:16])=[CH:10][CH:9]=2)[CH2:3][CH2:2]1.C[Si]([N-][Si](C)(C)C)(C)C.[Na+].Cl[C:29]([O:31][C:32]1[CH:37]=[CH:36][C:35]([CH2:38][C:39]2[CH:44]=[CH:43][C:42]([C:45]([F:48])([F:47])[F:46])=[CH:41][CH:40]=2)=[CH:34][CH:33]=1)=[O:30]. Product: [F:46][C:45]([F:47])([F:48])[C:42]1[CH:43]=[CH:44][C:39]([CH2:38][C:35]2[CH:34]=[CH:33][C:32]([O:31][C:29]([N:1]3[CH2:6][CH2:5][CH:4]([CH2:7][C:8]4[CH:13]=[CH:12][C:11]([CH2:14][C:15]([OH:17])=[O:16])=[CH:10][CH:9]=4)[CH2:3][CH2:2]3)=[O:30])=[CH:37][CH:36]=2)=[CH:40][CH:41]=1. The catalyst class is: 4. (4) Reactant: C[N:2](C)/[CH:3]=[CH:4]/[C:5]([C:7]1[C:12](=[O:13])[CH:11]=[CH:10][N:9]([C:14]2[CH:19]=[CH:18][CH:17]=[C:16]([S:20]([CH3:23])(=[O:22])=[O:21])[CH:15]=2)[N:8]=1)=O.[NH:25]([C:27]1[CH:32]=[CH:31][N:30]=[C:29]([CH3:33])[CH:28]=1)N. Product: [CH3:23][S:20]([C:16]1[CH:15]=[C:14]([N:9]2[CH:10]=[CH:11][C:12](=[O:13])[C:7]([C:5]3[N:25]([C:27]4[CH:32]=[CH:31][N:30]=[C:29]([CH3:33])[CH:28]=4)[N:2]=[CH:3][CH:4]=3)=[N:8]2)[CH:19]=[CH:18][CH:17]=1)(=[O:22])=[O:21]. The catalyst class is: 9.